From a dataset of TCR-epitope binding with 47,182 pairs between 192 epitopes and 23,139 TCRs. Binary Classification. Given a T-cell receptor sequence (or CDR3 region) and an epitope sequence, predict whether binding occurs between them. The epitope is GILGFVFTL. The TCR CDR3 sequence is CSAETGVGQPQHF. Result: 1 (the TCR binds to the epitope).